This data is from Peptide-MHC class I binding affinity with 185,985 pairs from IEDB/IMGT. The task is: Regression. Given a peptide amino acid sequence and an MHC pseudo amino acid sequence, predict their binding affinity value. This is MHC class I binding data. (1) The peptide sequence is TPEGIIPSM. The MHC is HLA-B35:01 with pseudo-sequence HLA-B35:01. The binding affinity (normalized) is 0.813. (2) The peptide sequence is FTTRHRKPTY. The MHC is HLA-A30:01 with pseudo-sequence HLA-A30:01. The binding affinity (normalized) is 0.299. (3) The peptide sequence is AERGPGQMLG. The MHC is HLA-A02:01 with pseudo-sequence HLA-A02:01. The binding affinity (normalized) is 0.154. (4) The MHC is H-2-Db with pseudo-sequence H-2-Db. The binding affinity (normalized) is 0.338. The peptide sequence is VSSFNNGTLI.